From a dataset of Catalyst prediction with 721,799 reactions and 888 catalyst types from USPTO. Predict which catalyst facilitates the given reaction. (1) Reactant: C([O:3][C:4](=O)[CH2:5][C:6]1[CH:15]=[CH:14][C:13]2[C:8](=[CH:9][CH:10]=[C:11]([O:16][CH:17]3[CH2:22][CH2:21][CH:20]([C:23]([CH3:26])([CH3:25])[CH3:24])[CH2:19][CH2:18]3)[CH:12]=2)[CH:7]=1)C.[AlH4-].[Li+]. Product: [C:23]([CH:20]1[CH2:21][CH2:22][CH:17]([O:16][C:11]2[CH:12]=[C:13]3[C:8](=[CH:9][CH:10]=2)[CH:7]=[C:6]([CH2:5][CH2:4][OH:3])[CH:15]=[CH:14]3)[CH2:18][CH2:19]1)([CH3:26])([CH3:24])[CH3:25]. The catalyst class is: 1. (2) Reactant: [C:1]([C:5]1[O:9][N:8]=[C:7]([NH:10][C:11]2[CH:16]=[CH:15][N:14]=[C:13](Cl)[N:12]=2)[CH:6]=1)([CH3:4])([CH3:3])[CH3:2].[NH2:18][C:19]1[CH:20]=[C:21]([S:25]([NH2:28])(=[O:27])=[O:26])[CH:22]=[CH:23][CH:24]=1.CC(O)C. Product: [C:1]([C:5]1[O:9][N:8]=[C:7]([NH:10][C:11]2[CH:16]=[CH:15][N:14]=[C:13]([NH:18][C:19]3[CH:20]=[C:21]([S:25]([NH2:28])(=[O:26])=[O:27])[CH:22]=[CH:23][CH:24]=3)[N:12]=2)[CH:6]=1)([CH3:4])([CH3:3])[CH3:2]. The catalyst class is: 16. (3) Reactant: [C:1]([C:5]1[CH:10]=[CH:9][C:8]([C:11]2[N:12]([C:39]3[CH:44]=[CH:43][C:42]([C:45]4[N:46]=[C:47]([C@@H:50]5[CH2:54][CH2:53][CH2:52][N:51]5C(OC(C)(C)C)=O)[NH:48][CH:49]=4)=[CH:41][CH:40]=3)[CH:13]=[CH:14][C:15]=2[C:16]2[CH:21]=[CH:20][C:19]([C:22]3[N:23]=[C:24]([C@@H:27]4[CH2:31][CH2:30][CH2:29][N:28]4C(OC(C)(C)C)=O)[NH:25][CH:26]=3)=[CH:18][CH:17]=2)=[CH:7][CH:6]=1)([CH3:4])([CH3:3])[CH3:2].Cl. Product: [C:1]([C:5]1[CH:6]=[CH:7][C:8]([C:11]2[N:12]([C:39]3[CH:44]=[CH:43][C:42]([C:45]4[N:46]=[C:47]([C@@H:50]5[CH2:54][CH2:53][CH2:52][NH:51]5)[NH:48][CH:49]=4)=[CH:41][CH:40]=3)[CH:13]=[CH:14][C:15]=2[C:16]2[CH:17]=[CH:18][C:19]([C:22]3[N:23]=[C:24]([C@@H:27]4[CH2:31][CH2:30][CH2:29][NH:28]4)[NH:25][CH:26]=3)=[CH:20][CH:21]=2)=[CH:9][CH:10]=1)([CH3:4])([CH3:2])[CH3:3]. The catalyst class is: 12. (4) Reactant: [Br:1][C:2]1[CH:3]=[CH:4][C:5]2[N:9]=[C:8]([C:10](Cl)(Cl)Cl)[N:7]([C:14]3[CH:19]=[CH:18][N:17]=[C:16]([NH2:20])[N:15]=3)[C:6]=2[CH:21]=1.[NH:22]1[CH2:26][CH2:25][CH2:24][CH2:23]1.C(=O)([O-])[O-:28].[Cs+].[Cs+]. Product: [Br:1][C:2]1[CH:3]=[CH:4][C:5]2[N:9]=[C:8]([C:10]([N:22]3[CH2:26][CH2:25][CH2:24][CH2:23]3)=[O:28])[N:7]([C:14]3[CH:19]=[CH:18][N:17]=[C:16]([NH2:20])[N:15]=3)[C:6]=2[CH:21]=1. The catalyst class is: 9. (5) Reactant: [F:1][C:2]1[C:10]([O:11]C)=[CH:9][CH:8]=[C:7]2[C:3]=1[CH:4]=[C:5]([CH3:13])[NH:6]2.B(Br)(Br)Br. Product: [F:1][C:2]1[C:10]([OH:11])=[CH:9][CH:8]=[C:7]2[C:3]=1[CH:4]=[C:5]([CH3:13])[NH:6]2. The catalyst class is: 2.